This data is from Full USPTO retrosynthesis dataset with 1.9M reactions from patents (1976-2016). The task is: Predict the reactants needed to synthesize the given product. (1) Given the product [F:12][C:13]1[CH:18]=[C:17]([F:19])[CH:16]=[CH:15][C:14]=1[C:2]1[N:7]=[C:6]([C:8]([OH:10])=[O:9])[CH:5]=[CH:4][C:3]=1[F:11], predict the reactants needed to synthesize it. The reactants are: Br[C:2]1[N:7]=[C:6]([C:8]([OH:10])=[O:9])[CH:5]=[CH:4][C:3]=1[F:11].[F:12][C:13]1[CH:18]=[C:17]([F:19])[CH:16]=[CH:15][C:14]=1B(O)O. (2) Given the product [O:1]1[CH2:6][CH2:5][N:4]([C:7]2[CH:8]=[N:9][CH:10]=[C:11]3[C:16]=2[N:15]=[C:14]([C:17]([OH:19])=[O:18])[CH:13]=[CH:12]3)[CH2:3][CH2:2]1, predict the reactants needed to synthesize it. The reactants are: [O:1]1[CH2:6][CH2:5][N:4]([C:7]2[CH:8]=[N:9][CH:10]=[C:11]3[C:16]=2[N:15]=[C:14]([C:17]([O:19]C)=[O:18])[CH:13]=[CH:12]3)[CH2:3][CH2:2]1.O1CCOCC1.[OH-].[Li+]. (3) Given the product [CH2:41]([O:42][NH:43][C:26]([CH:19]1[CH2:20][CH2:21][CH:22]([O:24][CH3:25])[CH2:23][N:18]1[S:15]([C:12]1[CH:13]=[CH:14][C:9]([O:8][CH2:1][C:2]2[CH:7]=[CH:6][CH:5]=[CH:4][CH:3]=2)=[CH:10][CH:11]=1)(=[O:16])=[O:17])=[O:27])[CH:40]=[CH2:39], predict the reactants needed to synthesize it. The reactants are: [CH2:1]([O:8][C:9]1[CH:14]=[CH:13][C:12]([S:15]([N:18]2[CH2:23][CH:22]([O:24][CH3:25])[CH2:21][CH2:20][CH:19]2[C:26](O)=[O:27])(=[O:17])=[O:16])=[CH:11][CH:10]=1)[C:2]1[CH:7]=[CH:6][CH:5]=[CH:4][CH:3]=1.C1C=CC2N(O)N=NC=2C=1.[CH2:39]=[CH:40][CH2:41][O:42][NH2:43].Cl.C(N(C(C)C)CC)(C)C.CCN=C=NCCCN(C)C. (4) Given the product [ClH:15].[Cl:15][C:16]1[CH:17]=[CH:18][C:19]([O:40][CH2:41][C:42]2[CH:47]=[CH:46][C:45]([Cl:48])=[CH:44][C:43]=2[F:49])=[C:20]([CH2:22][C:23]2[N:28]=[C:27]([C:29]3[NH:33][C:32]4[CH:34]=[CH:35][C:36]([CH2:38][N:51]([CH3:52])[CH3:50])=[CH:37][C:31]=4[N:30]=3)[CH:26]=[CH:25][CH:24]=2)[CH:21]=1, predict the reactants needed to synthesize it. The reactants are: C(O[BH-](OC(=O)C)OC(=O)C)(=O)C.[Na+].[Cl:15][C:16]1[CH:17]=[CH:18][C:19]([O:40][CH2:41][C:42]2[CH:47]=[CH:46][C:45]([Cl:48])=[CH:44][C:43]=2[F:49])=[C:20]([CH2:22][C:23]2[N:28]=[C:27]([C:29]3[NH:33][C:32]4[CH:34]=[CH:35][C:36]([CH:38]=O)=[CH:37][C:31]=4[N:30]=3)[CH:26]=[CH:25][CH:24]=2)[CH:21]=1.[CH3:50][NH:51][CH3:52].[BH4-].[Na+].Cl. (5) Given the product [CH2:39]([O:38][C:36](=[O:37])[NH:28][C:26]1[CH:25]=[CH:24][N:23]=[C:22]([CH2:21][O:20][N:19]=[C:7]([C:6]2[N:2]([CH3:1])[N:3]=[N:4][N:5]=2)[C:8]2[CH:13]=[CH:12][C:11]([CH3:14])=[C:10]([C:15]([F:17])([F:18])[F:16])[CH:9]=2)[N:27]=1)[CH2:40][CH2:41][CH3:42], predict the reactants needed to synthesize it. The reactants are: [CH3:1][N:2]1[C:6]([C:7](=[N:19][O:20][CH2:21][C:22]2[N:27]=[C:26]([NH2:28])[CH:25]=[CH:24][N:23]=2)[C:8]2[CH:13]=[CH:12][C:11]([CH3:14])=[C:10]([C:15]([F:18])([F:17])[F:16])[CH:9]=2)=[N:5][N:4]=[N:3]1.N1C=CC=CC=1.Cl[C:36]([O:38][CH2:39][CH2:40][CH2:41][CH3:42])=[O:37].